Dataset: Forward reaction prediction with 1.9M reactions from USPTO patents (1976-2016). Task: Predict the product of the given reaction. (1) Given the reactants [Br:1][C:2]1[C:11]2[C:6](=[CH:7][C:8]([F:13])=[CH:9][C:10]=2[F:12])[N:5]=[C:4]([N:14]2[CH2:19][CH2:18][NH:17][C:16](=[O:20])[CH2:15]2)[C:3]=1[CH3:21].[H-].[Na+].[CH2:24](I)[CH3:25], predict the reaction product. The product is: [Br:1][C:2]1[C:11]2[C:6](=[CH:7][C:8]([F:13])=[CH:9][C:10]=2[F:12])[N:5]=[C:4]([N:14]2[CH2:19][CH2:18][N:17]([CH2:24][CH3:25])[C:16](=[O:20])[CH2:15]2)[C:3]=1[CH3:21]. (2) Given the reactants F[C:2]1[CH:9]=[C:8]([N+:10]([O-:12])=[O:11])[C:5]([C:6]#[N:7])=[C:4]([N+:13]([O-:15])=[O:14])[CH:3]=1.CN(C)[CH:18]=[O:19].C[O-].[Na+], predict the reaction product. The product is: [CH3:18][O:19][C:2]1[CH:9]=[C:8]([N+:10]([O-:12])=[O:11])[C:5]([C:6]#[N:7])=[C:4]([N+:13]([O-:15])=[O:14])[CH:3]=1. (3) Given the reactants [CH:1]([N:4]1[C:8]2[N:9]=[C:10]([C@H:14]3[C@H:18]([CH3:19])[CH2:17][NH:16][CH2:15]3)[NH:11][C:12](=[O:13])[C:7]=2[CH:6]=[N:5]1)([CH3:3])[CH3:2].[CH3:20][C:21]1[N:22]=[CH:23][C:24]([CH:27]=O)=[N:25][CH:26]=1, predict the reaction product. The product is: [CH:1]([N:4]1[C:8]2[N:9]=[C:10]([C@H:14]3[C@H:18]([CH3:19])[CH2:17][N:16]([CH2:20][C:21]4[CH:26]=[N:25][C:24]([CH3:27])=[CH:23][N:22]=4)[CH2:15]3)[NH:11][C:12](=[O:13])[C:7]=2[CH:6]=[N:5]1)([CH3:3])[CH3:2]. (4) Given the reactants Br[C:2]1[CH:3]=[C:4]2[C:9](=[CH:10][CH:11]=1)[N:8]=[C:7]([NH:12][C:13](=[O:30])[CH2:14][CH2:15][C:16]([C:18]1[CH:23]=[CH:22][C:21]([O:24][CH2:25][CH3:26])=[C:20]([O:27][CH2:28][CH3:29])[CH:19]=1)=[O:17])[CH:6]=[C:5]2[C:31]1[CH:36]=[CH:35][C:34]([CH3:37])=[CH:33][CH:32]=1.[CH:38]([CH2:40][C:41]([O:43][C:44]([CH3:47])([CH3:46])[CH3:45])=[O:42])=C.C1(P(C2C=CC=CC=2)C2C=CC=CC=2)C=CC=CC=1.Cl, predict the reaction product. The product is: [CH2:28]([O:27][C:20]1[CH:19]=[C:18]([C:16](=[O:17])[CH2:15][CH2:14][C:13]([NH:12][C:7]2[CH:6]=[C:5]([C:31]3[CH:32]=[CH:33][C:34]([CH3:37])=[CH:35][CH:36]=3)[C:4]3[C:9](=[CH:10][CH:11]=[C:2](/[CH:38]=[CH:40]/[C:41]([O:43][C:44]([CH3:47])([CH3:46])[CH3:45])=[O:42])[CH:3]=3)[N:8]=2)=[O:30])[CH:23]=[CH:22][C:21]=1[O:24][CH2:25][CH3:26])[CH3:29]. (5) Given the reactants CC(C)([O-])C.[Na+].[CH:7]1([N:10]([CH:24]([CH2:28]O)[CH:25]([CH3:27])[CH3:26])[C:11]([NH:13][C:14]2[CH:19]=[CH:18][CH:17]=[CH:16][C:15]=2[C:20]([F:23])([F:22])[F:21])=[O:12])[CH2:9][CH2:8]1.C1(C)C=CC(S(Cl)(=O)=O)=CC=1, predict the reaction product. The product is: [CH:7]1([N:10]2[CH:24]([CH:25]([CH3:27])[CH3:26])[CH2:28][N:13]([C:14]3[CH:19]=[CH:18][CH:17]=[CH:16][C:15]=3[C:20]([F:23])([F:22])[F:21])[C:11]2=[O:12])[CH2:9][CH2:8]1.